From a dataset of Peptide-MHC class I binding affinity with 185,985 pairs from IEDB/IMGT. Regression. Given a peptide amino acid sequence and an MHC pseudo amino acid sequence, predict their binding affinity value. This is MHC class I binding data. (1) The peptide sequence is SLPLPNFSSL. The MHC is HLA-A68:02 with pseudo-sequence HLA-A68:02. The binding affinity (normalized) is 0.984. (2) The MHC is HLA-A33:01 with pseudo-sequence HLA-A33:01. The peptide sequence is VLFQNWGIEH. The binding affinity (normalized) is 0. (3) The binding affinity (normalized) is 0.251. The peptide sequence is AVASGLLWV. The MHC is HLA-A02:17 with pseudo-sequence HLA-A02:17. (4) The MHC is HLA-B15:01 with pseudo-sequence HLA-B15:01. The peptide sequence is WTGMVDGWY. The binding affinity (normalized) is 0.0847. (5) The peptide sequence is YLKKKNHPL. The MHC is HLA-B08:02 with pseudo-sequence HLA-B08:02. The binding affinity (normalized) is 0.524. (6) The peptide sequence is RQFPTASEF. The MHC is Mamu-B3901 with pseudo-sequence Mamu-B3901. The binding affinity (normalized) is 0.715. (7) The peptide sequence is YLLLTTNGT. The MHC is HLA-A02:01 with pseudo-sequence HLA-A02:01. The binding affinity (normalized) is 0.630. (8) The peptide sequence is FVADSTPLY. The MHC is HLA-A01:01 with pseudo-sequence HLA-A01:01. The binding affinity (normalized) is 0.936. (9) The peptide sequence is FRKSSFFVW. The MHC is HLA-A24:02 with pseudo-sequence HLA-A24:02. The binding affinity (normalized) is 0.280. (10) The peptide sequence is TTQIIKLLPFA. The MHC is HLA-A02:01 with pseudo-sequence HLA-A02:01. The binding affinity (normalized) is 0.197.